Dataset: Catalyst prediction with 721,799 reactions and 888 catalyst types from USPTO. Task: Predict which catalyst facilitates the given reaction. (1) Product: [CH3:41][O:40][C:37]1[CH:36]=[CH:35][C:34]([CH2:33][N:8]([CH2:7][C:6]2[CH:5]=[CH:4][C:3]([O:2][CH3:1])=[CH:43][CH:42]=2)[C:9]2[N:14]=[C:13]([CH3:15])[N:12]=[C:11]([C:16]3[CH:23]=[C:20]([CH:21]([OH:22])[CH3:44])[CH:19]=[N:18][C:17]=3[NH:24][C:25]3[CH:26]=[N:27][C:28]([O:31][CH3:32])=[CH:29][CH:30]=3)[N:10]=2)=[CH:39][CH:38]=1. The catalyst class is: 1. Reactant: [CH3:1][O:2][C:3]1[CH:43]=[CH:42][C:6]([CH2:7][N:8]([CH2:33][C:34]2[CH:39]=[CH:38][C:37]([O:40][CH3:41])=[CH:36][CH:35]=2)[C:9]2[N:14]=[C:13]([CH3:15])[N:12]=[C:11]([C:16]3[C:17]([NH:24][C:25]4[CH:26]=[N:27][C:28]([O:31][CH3:32])=[CH:29][CH:30]=4)=[N:18][CH:19]=[C:20]([CH:23]=3)[CH:21]=[O:22])[N:10]=2)=[CH:5][CH:4]=1.[CH3:44][Mg]Br. (2) Reactant: [N:1]1([CH2:7][CH2:8][OH:9])[CH2:6][CH2:5][NH:4][CH2:3][CH2:2]1.[CH3:10][O:11][C:12]([C:14]1[CH:15]=[C:16]([CH3:36])[C:17]2[O:23][C:22]3[C:24]([Cl:32])=[CH:25][C:26]([NH:28][CH2:29][CH2:30]Cl)=[CH:27][C:21]=3[CH2:20][S:19](=[O:34])(=[O:33])[C:18]=2[CH:35]=1)=[O:13]. Product: [CH3:10][O:11][C:12]([C:14]1[CH:15]=[C:16]([CH3:36])[C:17]2[O:23][C:22]3[C:24]([Cl:32])=[CH:25][C:26]([NH:28][CH2:29][CH2:30][N:4]4[CH2:5][CH2:6][N:1]([CH2:7][CH2:8][OH:9])[CH2:2][CH2:3]4)=[CH:27][C:21]=3[CH2:20][S:19](=[O:33])(=[O:34])[C:18]=2[CH:35]=1)=[O:13]. The catalyst class is: 3. (3) Reactant: [CH3:1][C:2]1[O:6][C:5]([C:7]2[CH:8]=[N:9][NH:10][C:11]=2[NH2:12])=[N:4][CH:3]=1.[CH3:13][C:14]1[C:18]2[CH:19]=[CH:20][C:21]([C:23](=O)[CH2:24][C:25](OCC)=[O:26])=[CH:22][C:17]=2[O:16][N:15]=1.CC1C=CC(S(O)(=O)=O)=CC=1. Product: [CH3:13][C:14]1[C:18]2[CH:19]=[CH:20][C:21]([C:23]3[NH:12][C:11]4[N:10]([N:9]=[CH:8][C:7]=4[C:5]4[O:6][C:2]([CH3:1])=[CH:3][N:4]=4)[C:25](=[O:26])[CH:24]=3)=[CH:22][C:17]=2[O:16][N:15]=1. The catalyst class is: 114. (4) Reactant: [S:1]1[C:5]2[CH:6]=[CH:7][CH:8]=[CH:9][C:4]=2[N:3]=[C:2]1[NH:10][NH2:11].C([O:14][C:15](=O)[CH2:16][C:17]([C:19]1[S:20][CH:21]=[CH:22][CH:23]=1)=O)C. Product: [S:1]1[C:5]2[CH:6]=[CH:7][CH:8]=[CH:9][C:4]=2[N:3]=[C:2]1[N:10]1[C:15](=[O:14])[CH:16]=[C:17]([C:19]2[S:20][CH:21]=[CH:22][CH:23]=2)[NH:11]1. The catalyst class is: 8. (5) Reactant: C(=O)([O-])[O-].[Cs+].[Cs+].[F:7][C:8]1[CH:9]=[C:10]2[C:16]([C:17]3[N:18]=[N:19][C:20]4[C:25]([CH3:27])([CH3:26])[C:24](=[O:28])[NH:23][C:21]=4[N:22]=3)=[N:15][N:14]([CH2:29][C:30]3[CH:35]=[CH:34][C:33]([O:36][CH3:37])=[CH:32][CH:31]=3)[C:11]2=[N:12][CH:13]=1.[CH3:38][Si:39]([CH3:46])([CH3:45])[CH2:40][CH2:41][O:42][CH2:43]Cl. Product: [F:7][C:8]1[CH:9]=[C:10]2[C:16]([C:17]3[N:18]=[N:19][C:20]4[C:25]([CH3:26])([CH3:27])[C:24](=[O:28])[N:23]([CH2:43][O:42][CH2:41][CH2:40][Si:39]([CH3:46])([CH3:45])[CH3:38])[C:21]=4[N:22]=3)=[N:15][N:14]([CH2:29][C:30]3[CH:31]=[CH:32][C:33]([O:36][CH3:37])=[CH:34][CH:35]=3)[C:11]2=[N:12][CH:13]=1. The catalyst class is: 3. (6) Reactant: [NH2:1][C:2]1[C:15]([O:16][CH3:17])=[CH:14][C:13]2[C@:12]34[CH2:18][CH2:19][N:20]([C:21]([O:23][CH2:24][C:25]5[CH:30]=[CH:29][CH:28]=[CH:27][CH:26]=5)=[O:22])[C@@H:6]([C@@H:7]3[CH2:8][CH2:9][CH2:10][CH2:11]4)[CH2:5][C:4]=2[CH:3]=1.[CH3:31][C:32]([CH3:34])=O.[BH-](OC(C)=O)(OC(C)=O)OC(C)=O.[Na+]. Product: [CH:32]([NH:1][C:2]1[C:15]([O:16][CH3:17])=[CH:14][C:13]2[C@:12]34[CH2:18][CH2:19][N:20]([C:21]([O:23][CH2:24][C:25]5[CH:26]=[CH:27][CH:28]=[CH:29][CH:30]=5)=[O:22])[C@@H:6]([C@@H:7]3[CH2:8][CH2:9][CH2:10][CH2:11]4)[CH2:5][C:4]=2[CH:3]=1)([CH3:34])[CH3:31]. The catalyst class is: 26. (7) Reactant: Br[C:2]1[N:6]([S:7]([C:10]2[CH:11]=[N:12][CH:13]=[CH:14][CH:15]=2)(=[O:9])=[O:8])[CH:5]=[C:4]([CH2:16][N:17]([CH3:25])[C:18](=[O:24])[O:19][C:20]([CH3:23])([CH3:22])[CH3:21])[CH:3]=1.O.[F:27][C:28]1[CH:29]=[N:30][CH:31]=[CH:32][C:33]=1B(O)O.C(=O)([O-])O.[Na+].COCCOC. Product: [C:20]([O:19][C:18](=[O:24])[N:17]([CH2:16][C:4]1[CH:3]=[C:2]([C:33]2[CH:32]=[CH:31][N:30]=[CH:29][C:28]=2[F:27])[N:6]([S:7]([C:10]2[CH:11]=[N:12][CH:13]=[CH:14][CH:15]=2)(=[O:9])=[O:8])[CH:5]=1)[CH3:25])([CH3:23])([CH3:22])[CH3:21]. The catalyst class is: 103. (8) The catalyst class is: 5. Product: [CH3:26][S:27]([OH:30])(=[O:29])=[O:28].[Cl:1][C:2]1[CH:3]=[C:4]2[C:8](=[CH:9][CH:10]=1)[NH:7][C:6]([C:11]([NH:13][NH:14][C:15](=[O:25])[C:16]1[CH:21]=[CH:20][CH:19]=[C:18]([N:22]([CH3:23])[CH3:24])[CH:17]=1)=[O:12])=[CH:5]2. Reactant: [Cl:1][C:2]1[CH:3]=[C:4]2[C:8](=[CH:9][CH:10]=1)[NH:7][C:6]([C:11]([NH:13][NH:14][C:15](=[O:25])[C:16]1[CH:21]=[CH:20][CH:19]=[C:18]([N:22]([CH3:24])[CH3:23])[CH:17]=1)=[O:12])=[CH:5]2.[CH3:26][S:27]([OH:30])(=[O:29])=[O:28].C(OCC)C. (9) Reactant: CN1CCOCC1.[CH:8]1([CH2:13][C@H:14]([CH2:35][N:36]([CH:45]=[O:46])[O:37][CH2:38][C:39]2[CH:44]=[CH:43][CH:42]=[CH:41][CH:40]=2)[C:15]([N:17]2[C@H:21]([C:22](O)=[O:23])[CH2:20][CH2:19][N:18]2[C:25]([O:27][CH2:28][C:29]2[CH:34]=[CH:33][CH:32]=[CH:31][CH:30]=2)=[O:26])=[O:16])[CH2:12][CH2:11][CH2:10][CH2:9]1.COC1N=C(OC)N=C([N+]2(C)CCOCC2)N=1.[CH3:64][C@@H:65]1[CH2:70][N:69]([CH3:71])[CH2:68][CH2:67][N:66]1[C:72]1[N:77]=[CH:76][N:75]=[C:74]([NH2:78])[CH:73]=1. Product: [CH:8]1([CH2:13][C@H:14]([CH2:35][N:36]([CH:45]=[O:46])[O:37][CH2:38][C:39]2[CH:40]=[CH:41][CH:42]=[CH:43][CH:44]=2)[C:15]([N:17]2[C@H:21]([C:22]([NH:78][C:74]3[CH:73]=[C:72]([N:66]4[CH2:67][CH2:68][N:69]([CH3:71])[CH2:70][C@H:65]4[CH3:64])[N:77]=[CH:76][N:75]=3)=[O:23])[CH2:20][CH2:19][N:18]2[C:25]([O:27][CH2:28][C:29]2[CH:34]=[CH:33][CH:32]=[CH:31][CH:30]=2)=[O:26])=[O:16])[CH2:12][CH2:11][CH2:10][CH2:9]1. The catalyst class is: 291.